This data is from Forward reaction prediction with 1.9M reactions from USPTO patents (1976-2016). The task is: Predict the product of the given reaction. (1) Given the reactants [NH2:1][C:2]1[CH:3]=[CH:4][C:5]([O:15][C:16]2[CH:21]=[CH:20][C:19]([S:22]([CH2:25][CH3:26])(=[O:24])=[O:23])=[CH:18][CH:17]=2)=[C:6]([CH:8]2[N:12]([CH3:13])[C:11](=[O:14])[CH2:10][CH2:9]2)[CH:7]=1.[I-].[K+].[I:29]([O-])(=O)=O.[K+].Cl, predict the reaction product. The product is: [NH2:1][C:2]1[C:3]([I:29])=[CH:4][C:5]([O:15][C:16]2[CH:21]=[CH:20][C:19]([S:22]([CH2:25][CH3:26])(=[O:24])=[O:23])=[CH:18][CH:17]=2)=[C:6]([CH:8]2[N:12]([CH3:13])[C:11](=[O:14])[CH2:10][CH2:9]2)[CH:7]=1. (2) Given the reactants C(OC([N:8]1[CH2:14][C:13]([CH3:16])([CH3:15])[CH2:12][N:11]([C:17]2[CH:18]=[C:19]3[C:24](=[CH:25][CH:26]=2)[N:23]=[C:22]([C:27]2[CH:32]=[CH:31][C:30]([F:33])=[C:29]([O:34][CH3:35])[CH:28]=2)[N:21]([CH2:36][C:37](=[O:42])[NH:38][CH:39]([CH3:41])[CH3:40])[C:20]3=[O:43])[CH2:10][CH:9]1[CH3:44])=O)(C)(C)C.C(O)(C(F)(F)F)=O, predict the reaction product. The product is: [F:33][C:30]1[CH:31]=[CH:32][C:27]([C:22]2[N:21]([CH2:36][C:37]([NH:38][CH:39]([CH3:41])[CH3:40])=[O:42])[C:20](=[O:43])[C:19]3[C:24](=[CH:25][CH:26]=[C:17]([N:11]4[CH2:12][C:13]([CH3:16])([CH3:15])[CH2:14][NH:8][CH:9]([CH3:44])[CH2:10]4)[CH:18]=3)[N:23]=2)=[CH:28][C:29]=1[O:34][CH3:35]. (3) Given the reactants [Cl:1][C:2]1[CH:7]=[CH:6][C:5]([N:8]=[C:9]=[O:10])=[CH:4][CH:3]=1.[CH2:11]([NH:18][C:19]([C:21]1[S:25][C:24]([NH2:26])=[N:23][C:22]=1[CH3:27])=[O:20])[C:12]1[CH:17]=[CH:16][CH:15]=[CH:14][CH:13]=1, predict the reaction product. The product is: [CH2:11]([NH:18][C:19]([C:21]1[S:25][C:24]([NH:26][C:9]([NH:8][C:5]2[CH:6]=[CH:7][C:2]([Cl:1])=[CH:3][CH:4]=2)=[O:10])=[N:23][C:22]=1[CH3:27])=[O:20])[C:12]1[CH:17]=[CH:16][CH:15]=[CH:14][CH:13]=1. (4) Given the reactants [NH2:1][CH2:2][CH2:3][NH:4][C:5](=[O:11])[O:6][C:7]([CH3:10])([CH3:9])[CH3:8].C(N(CC)CC)C.[CH3:19][S:20](Cl)(=[O:22])=[O:21], predict the reaction product. The product is: [CH3:19][S:20]([NH:1][CH2:2][CH2:3][NH:4][C:5](=[O:11])[O:6][C:7]([CH3:8])([CH3:10])[CH3:9])(=[O:22])=[O:21].